This data is from Full USPTO retrosynthesis dataset with 1.9M reactions from patents (1976-2016). The task is: Predict the reactants needed to synthesize the given product. (1) Given the product [F:29][C:26]1[CH:27]=[CH:28][C:23]([CH2:22][N:4]2[C:5]3[C:10](=[C:9]([N+:11]([O-:13])=[O:12])[CH:8]=[CH:7][CH:6]=3)[C:2]([I:1])=[N:3]2)=[N:24][CH:25]=1, predict the reactants needed to synthesize it. The reactants are: [I:1][C:2]1[C:10]2[C:5](=[CH:6][CH:7]=[CH:8][C:9]=2[N+:11]([O-:13])=[O:12])[NH:4][N:3]=1.C(=O)([O-])[O-].[K+].[K+].Cl.Cl[CH2:22][C:23]1[CH:28]=[CH:27][C:26]([F:29])=[CH:25][N:24]=1. (2) The reactants are: [Cl:1][C:2]1[CH:7]=[CH:6][C:5]([CH:8]=[C:9]([O:15][CH2:16][CH3:17])[C:10]([O:12][CH2:13][CH3:14])=[O:11])=[CH:4][CH:3]=1. Given the product [Cl:1][C:2]1[CH:3]=[CH:4][C:5]([CH2:8][CH:9]([O:15][CH2:16][CH3:17])[C:10]([O:12][CH2:13][CH3:14])=[O:11])=[CH:6][CH:7]=1, predict the reactants needed to synthesize it. (3) Given the product [C:1]1([C@H:7]([NH:11][CH2:13][C:14]2[CH:23]=[CH:22][C:17]([C:18]([O:20][CH3:21])=[O:19])=[CH:16][CH:15]=2)[CH2:8][CH2:9][CH3:10])[CH:6]=[CH:5][CH:4]=[CH:3][CH:2]=1, predict the reactants needed to synthesize it. The reactants are: [C:1]1([C@H:7]([NH2:11])[CH2:8][CH2:9][CH3:10])[CH:6]=[CH:5][CH:4]=[CH:3][CH:2]=1.Br[CH2:13][C:14]1[CH:23]=[CH:22][C:17]([C:18]([O:20][CH3:21])=[O:19])=[CH:16][CH:15]=1.C([O-])([O-])=O.[K+].[K+]. (4) Given the product [O:14]=[C:15]([C:18]1[CH:23]=[CH:22][CH:21]=[CH:20][CH:19]=1)[CH2:16][NH:17][C:11]([C:9]1[NH:8][C:5]2=[CH:6][N:7]=[C:2]([Cl:1])[CH:3]=[C:4]2[CH:10]=1)=[O:13], predict the reactants needed to synthesize it. The reactants are: [Cl:1][C:2]1[CH:3]=[C:4]2[CH:10]=[C:9]([C:11]([OH:13])=O)[NH:8][C:5]2=[CH:6][N:7]=1.[O:14]=[C:15]([C:18]1[CH:23]=[CH:22][CH:21]=[CH:20][CH:19]=1)[CH2:16][NH2:17]. (5) Given the product [C:6]([Si:10]([CH3:12])([CH3:11])[O:22][C@@H:16]([CH2:17][CH2:18][CH2:19][CH2:20][CH3:21])[C:15]#[CH:14])([CH3:9])([CH3:8])[CH3:7], predict the reactants needed to synthesize it. The reactants are: N1C=CN=C1.[C:6]([Si:10](Cl)([CH3:12])[CH3:11])([CH3:9])([CH3:8])[CH3:7].[CH:14]#[C:15][C@@H:16]([OH:22])[CH2:17][CH2:18][CH2:19][CH2:20][CH3:21].Cl. (6) Given the product [CH2:13]([O:12][C:10](=[O:11])[CH:9]=[CH:22][CH:21]([NH:20][C:19]([O:18][C:14]([CH3:17])([CH3:16])[CH3:15])=[O:39])[CH2:24][C:25]1[CH:30]=[CH:29][C:28]([O:31][CH2:32][C:33]2[CH:38]=[CH:37][CH:36]=[CH:35][CH:34]=2)=[CH:27][CH:26]=1)[CH3:42].[CH3:13][O:12][C:10](=[O:11])[CH:9]=[CH:22][CH:21]([NH:20][C:19]([O:18][C:14]([CH3:15])([CH3:17])[CH3:16])=[O:39])[CH2:24][C:25]1[CH:26]=[CH:27][C:28]([O:31][CH2:32][C:33]2[CH:34]=[CH:35][CH:36]=[CH:37][CH:38]=2)=[CH:29][CH:30]=1, predict the reactants needed to synthesize it. The reactants are: C(OP([CH2:9][C:10]([O:12][CH3:13])=[O:11])(OCC)=O)C.[C:14]([O:18][C:19](=[O:39])[NH:20][CH:21]([CH2:24][C:25]1[CH:30]=[CH:29][C:28]([O:31][CH2:32][C:33]2[CH:38]=[CH:37][CH:36]=[CH:35][CH:34]=2)=[CH:27][CH:26]=1)[CH:22]=O)([CH3:17])([CH3:16])[CH3:15].[OH-].[Na+].[CH2:42](Cl)Cl.